From a dataset of Merck oncology drug combination screen with 23,052 pairs across 39 cell lines. Regression. Given two drug SMILES strings and cell line genomic features, predict the synergy score measuring deviation from expected non-interaction effect. (1) Drug 1: COC12C(COC(N)=O)C3=C(C(=O)C(C)=C(N)C3=O)N1CC1NC12. Drug 2: Cn1cc(-c2cnn3c(N)c(Br)c(C4CCCNC4)nc23)cn1. Cell line: A375. Synergy scores: synergy=27.7. (2) Drug 1: O=C(O)C1(Cc2cccc(Nc3nccs3)n2)CCC(Oc2cccc(Cl)c2F)CC1. Drug 2: CC(C)CC(NC(=O)C(Cc1ccccc1)NC(=O)c1cnccn1)B(O)O. Cell line: HCT116. Synergy scores: synergy=-2.64. (3) Drug 1: CN(Cc1cnc2nc(N)nc(N)c2n1)c1ccc(C(=O)NC(CCC(=O)O)C(=O)O)cc1. Drug 2: NC1(c2ccc(-c3nc4ccn5c(=O)[nH]nc5c4cc3-c3ccccc3)cc2)CCC1. Cell line: VCAP. Synergy scores: synergy=-24.8.